From a dataset of Forward reaction prediction with 1.9M reactions from USPTO patents (1976-2016). Predict the product of the given reaction. (1) Given the reactants [Cl:1][C:2]1[CH:7]=[CH:6][C:5]([C:8]2[C:13]([CH3:14])=[N:12][NH:11][C:10](=O)[C:9]=2[C:16]2[CH:21]=[CH:20][CH:19]=[C:18]([CH3:22])[N:17]=2)=[CH:4][CH:3]=1.P(Cl)(Cl)([Cl:25])=O, predict the reaction product. The product is: [Cl:25][C:10]1[N:11]=[N:12][C:13]([CH3:14])=[C:8]([C:5]2[CH:6]=[CH:7][C:2]([Cl:1])=[CH:3][CH:4]=2)[C:9]=1[C:16]1[CH:21]=[CH:20][CH:19]=[C:18]([CH3:22])[N:17]=1. (2) Given the reactants [CH3:1][PH:2](=[O:4])[CH3:3].[N:5]1([C:11]([O:13][C:14]([CH3:17])([CH3:16])[CH3:15])=[O:12])[CH2:10][CH2:9][NH:8][CH2:7][CH2:6]1.N#N.[CH2:20](O)C, predict the reaction product. The product is: [CH2:11]=[O:12].[CH3:1][P:2]([CH2:20][N:8]1[CH2:9][CH2:10][N:5]([C:11]([O:13][C:14]([CH3:17])([CH3:16])[CH3:15])=[O:12])[CH2:6][CH2:7]1)([CH3:3])=[O:4]. (3) Given the reactants [F:1][C:2]([F:14])([F:13])[O:3][CH:4]1[CH2:7][CH:6]([C:8]([O:10]CC)=[O:9])[CH2:5]1.[OH-].[Na+], predict the reaction product. The product is: [F:1][C:2]([F:13])([F:14])[O:3][CH:4]1[CH2:7][CH:6]([C:8]([OH:10])=[O:9])[CH2:5]1. (4) The product is: [F:1][C:2]1[CH:3]=[CH:4][C:5]([C:8]2[N:9]=[CH:10][C:11]([CH:14]=[CH:17][C:18]([OH:20])=[O:19])=[CH:12][N:13]=2)=[CH:6][CH:7]=1. Given the reactants [F:1][C:2]1[CH:7]=[CH:6][C:5]([C:8]2[N:13]=[CH:12][C:11]([CH:14]=O)=[CH:10][N:9]=2)=[CH:4][CH:3]=1.C(O)(=O)[CH2:17][C:18]([OH:20])=[O:19].N1CCCCC1, predict the reaction product. (5) The product is: [Cl:8][C:9]1[CH:14]=[CH:13][C:12]([S:5]([CH:2]2[CH2:4][CH2:3]2)(=[O:7])=[O:6])=[C:11]([N+:16]([O-:18])=[O:17])[CH:10]=1. Given the reactants [Na+].[CH:2]1([S:5]([O-:7])=[O:6])[CH2:4][CH2:3]1.[Cl:8][C:9]1[CH:14]=[CH:13][C:12](F)=[C:11]([N+:16]([O-:18])=[O:17])[CH:10]=1.O, predict the reaction product.